Dataset: Forward reaction prediction with 1.9M reactions from USPTO patents (1976-2016). Task: Predict the product of the given reaction. (1) Given the reactants FC(F)(F)C(O)=O.[NH2:8][C:9]1[C:14]([C:15]([C:17]2[CH:22]=[CH:21][CH:20]=[CH:19][C:18]=2[O:23][CH3:24])=[O:16])=[CH:13][N:12]=[C:11]([NH:25][CH:26]2[CH2:31][CH2:30][CH2:29][NH:28][CH2:27]2)[N:10]=1.C(N(CC)CC)C.Cl[C:40]([O:42][CH3:43])=[O:41], predict the reaction product. The product is: [CH3:43][O:42][C:40]([N:28]1[CH2:29][CH2:30][CH2:31][CH:26]([NH:25][C:11]2[N:10]=[C:9]([NH2:8])[C:14]([C:15](=[O:16])[C:17]3[CH:22]=[CH:21][CH:20]=[CH:19][C:18]=3[O:23][CH3:24])=[CH:13][N:12]=2)[CH2:27]1)=[O:41]. (2) Given the reactants C(OC(=O)[NH:7][CH2:8][C:9]1([C:18]2[CH:23]=[CH:22][CH:21]=[CH:20][CH:19]=2)[CH2:14][CH2:13][N:12]([C:15](=[O:17])[CH3:16])[CH2:11][CH2:10]1)(C)(C)C.[ClH:25], predict the reaction product. The product is: [ClH:25].[NH2:7][CH2:8][C:9]1([C:18]2[CH:19]=[CH:20][CH:21]=[CH:22][CH:23]=2)[CH2:10][CH2:11][N:12]([C:15](=[O:17])[CH3:16])[CH2:13][CH2:14]1. (3) Given the reactants [CH2:1]([O:3][C:4]1[CH:5]=[C:6]([CH:18]=[CH:19][CH:20]=1)[C:7]([N:9]1[CH2:13][C@H:12]([OH:14])[CH2:11][C@H:10]1[C:15]([OH:17])=O)=[O:8])[CH3:2].Cl.[Br:22][C:23]1[CH:28]=[CH:27][C:26]([CH2:29][NH2:30])=[CH:25][CH:24]=1.CCN(C(C)C)C(C)C.CN(C(ON1N=NC2C=CC=NC1=2)=[N+](C)C)C.F[P-](F)(F)(F)(F)F, predict the reaction product. The product is: [Br:22][C:23]1[CH:28]=[CH:27][C:26]([CH2:29][NH:30][C:15]([C@@H:10]2[CH2:11][C@@H:12]([OH:14])[CH2:13][N:9]2[C:7](=[O:8])[C:6]2[CH:18]=[CH:19][CH:20]=[C:4]([O:3][CH2:1][CH3:2])[CH:5]=2)=[O:17])=[CH:25][CH:24]=1. (4) Given the reactants [C:1]([C:4]1[S:8][C:7]([C:9]2[CH:10]=[C:11]([Cl:31])[C:12]3[O:16][CH:15]([CH2:17][NH:18][C:19](=[O:29])/[CH:20]=[CH:21]/[C:22]4[CH:23]=[N:24][C:25]([NH2:28])=[CH:26][CH:27]=4)[CH2:14][C:13]=3[CH:30]=2)=[CH:6][CH:5]=1)(=[O:3])[CH3:2].[CH3:32][Mg]Br, predict the reaction product. The product is: [NH2:28][C:25]1[N:24]=[CH:23][C:22](/[CH:21]=[CH:20]/[C:19]([NH:18][CH2:17][CH:15]2[CH2:14][C:13]3[CH:30]=[C:9]([C:7]4[S:8][C:4]([C:1]([OH:3])([CH3:32])[CH3:2])=[CH:5][CH:6]=4)[CH:10]=[C:11]([Cl:31])[C:12]=3[O:16]2)=[O:29])=[CH:27][CH:26]=1. (5) Given the reactants [Cl:1][C:2]1[CH:7]=[CH:6][C:5]([C@@H:8]2[S:12][C:11](SC)=[N:10][C@H:9]2[CH3:15])=[CH:4][CH:3]=1.[N+:16]([CH2:19][C:20]([O:22][CH2:23][CH3:24])=[O:21])([O-:18])=[O:17], predict the reaction product. The product is: [Cl:1][C:2]1[CH:7]=[CH:6][C:5]([C@@H:8]2[S:12][C:11](=[C:19]([C:20]([O:22][CH2:23][CH3:24])=[O:21])[N+:16]([O-:18])=[O:17])[NH:10][C@H:9]2[CH3:15])=[CH:4][CH:3]=1. (6) Given the reactants [Cl:1][C:2]1[CH:3]=[CH:4][C:5]([OH:22])=[C:6]([C:8]2[CH:13]=[CH:12][C:11]([C:14]([N:16]3[CH2:20][CH2:19][CH2:18][CH2:17]3)=[O:15])=[C:10]([F:21])[CH:9]=2)[CH:7]=1.[CH2:23]([O:25][C:26](=[O:29])[CH2:27]Br)[CH3:24].C(=O)([O-])[O-].[K+].[K+].O, predict the reaction product. The product is: [Cl:1][C:2]1[CH:3]=[CH:4][C:5]([O:22][CH2:27][C:26]([O:25][CH2:23][CH3:24])=[O:29])=[C:6]([C:8]2[CH:13]=[CH:12][C:11]([C:14]([N:16]3[CH2:17][CH2:18][CH2:19][CH2:20]3)=[O:15])=[C:10]([F:21])[CH:9]=2)[CH:7]=1.